From a dataset of CYP2C19 inhibition data for predicting drug metabolism from PubChem BioAssay. Regression/Classification. Given a drug SMILES string, predict its absorption, distribution, metabolism, or excretion properties. Task type varies by dataset: regression for continuous measurements (e.g., permeability, clearance, half-life) or binary classification for categorical outcomes (e.g., BBB penetration, CYP inhibition). Dataset: cyp2c19_veith. The drug is CS(=O)(=O)N1CCC2(CCN(C(=O)Nc3cccc(C#N)c3)CC2)CC1. The result is 0 (non-inhibitor).